This data is from Experimentally validated miRNA-target interactions with 360,000+ pairs, plus equal number of negative samples. The task is: Binary Classification. Given a miRNA mature sequence and a target amino acid sequence, predict their likelihood of interaction. The miRNA is hsa-miR-553 with sequence AAAACGGUGAGAUUUUGUUUU. The protein sequence of the target gene is MTTATPLGDTTFFSLNMTTRGEDFLYKSSGAIVAAVVVVVIIIFTVVLILLKMYNRKMRTRRELEPKGPKPTAPSAVGPNSNGSQHPATVTFSPVDVQVETR. Result: 0 (no interaction).